This data is from Reaction yield outcomes from USPTO patents with 853,638 reactions. The task is: Predict the reaction yield, written as a fraction of the theoretical maximum amount of product (1.0 means a 100% yield; for example, 0.34 means a 34% yield). (1) The reactants are C(=O)([O-])[O-].[K+].[K+].[OH:7][C:8]1[CH:9]=[C:10]([CH:15]=[CH:16][C:17]=1[O:18][CH3:19])[C:11]([O:13][CH3:14])=[O:12].Br[CH2:21][CH2:22][CH2:23][Cl:24]. The catalyst is CN(C=O)C. The product is [Cl:24][CH2:23][CH2:22][CH2:21][O:7][C:8]1[CH:9]=[C:10]([CH:15]=[CH:16][C:17]=1[O:18][CH3:19])[C:11]([O:13][CH3:14])=[O:12]. The yield is 0.940. (2) The reactants are CC(OI1(OC(C)=O)(OC(C)=O)OC(=O)C2C=CC=CC1=2)=O.[CH:23]1([CH:26]([C:28]2[S:29][C:30]([C:33]3[CH:38]=[CH:37][CH:36]=[C:35]([NH:39][C:40]4[N:45]=[C:44]([C:46]([F:49])([F:48])[F:47])[CH:43]=[CH:42][N:41]=4)[CH:34]=3)=[CH:31][N:32]=2)[OH:27])[CH2:25][CH2:24]1. The catalyst is ClCCl.C(OCC)(=O)C. The product is [CH:23]1([C:26]([C:28]2[S:29][C:30]([C:33]3[CH:38]=[CH:37][CH:36]=[C:35]([NH:39][C:40]4[N:45]=[C:44]([C:46]([F:47])([F:48])[F:49])[CH:43]=[CH:42][N:41]=4)[CH:34]=3)=[CH:31][N:32]=2)=[O:27])[CH2:25][CH2:24]1. The yield is 0.508. (3) The reactants are Cl[S:2]([C:5]1[CH:13]=[CH:12][C:8]([C:9]([OH:11])=[O:10])=[CH:7][CH:6]=1)(=[O:4])=[O:3].[NH:14]1[CH2:18][CH2:17][CH2:16][CH2:15]1. The catalyst is ClCCl. The product is [N:14]1([S:2]([C:5]2[CH:13]=[CH:12][C:8]([C:9]([OH:11])=[O:10])=[CH:7][CH:6]=2)(=[O:4])=[O:3])[CH2:18][CH2:17][CH2:16][CH2:15]1. The yield is 0.300. (4) The reactants are BrC1C([N:8]([CH2:23][O:24][CH3:25])[S:9]([C:12]2[CH:17]=[CH:16][C:15](Cl)=[C:14]([C:19]([F:22])([F:21])[F:20])[CH:13]=2)(=[O:11])=[O:10])=CC(C)=CN=1.C([Mg]Cl)(C)C.ClC1C=CC=CC=1C=O. The catalyst is C1COCC1. The product is [CH3:25][O:24][CH2:23][NH:8][S:9]([C:12]1[CH:17]=[CH:16][CH:15]=[C:14]([C:19]([F:22])([F:20])[F:21])[CH:13]=1)(=[O:11])=[O:10]. The yield is 0.480. (5) The reactants are [Cl:1][C:2]1[C:11]2[C:6](=[CH:7][CH:8]=[CH:9][C:10]=2[O:12][CH:13]2[CH2:18][CH2:17][N:16]([CH3:19])[CH2:15][CH2:14]2)[N:5]=[CH:4][N:3]=1.[Cl:20][C:21]1[CH:22]=[C:23]([CH:25]=[CH:26][C:27]=1[NH:28][C:29]1[CH:34]=[CH:33][CH:32]=[CH:31][N:30]=1)[NH2:24]. No catalyst specified. The product is [ClH:1].[Cl:20][C:21]1[CH:22]=[C:23]([CH:25]=[CH:26][C:27]=1[NH:28][C:29]1[CH:34]=[CH:33][CH:32]=[CH:31][N:30]=1)[NH:24][C:2]1[C:11]2[C:6](=[CH:7][CH:8]=[CH:9][C:10]=2[O:12][CH:13]2[CH2:18][CH2:17][N:16]([CH3:19])[CH2:15][CH2:14]2)[N:5]=[CH:4][N:3]=1. The yield is 0.890. (6) The reactants are [C:1]([N:8]1[CH2:13][CH2:12][O:11][CH2:10][CH:9]1[CH2:14][C:15]([OH:17])=O)([O:3][C:4]([CH3:7])([CH3:6])[CH3:5])=[O:2].[CH2:18]([N:25]1[CH2:31][CH2:30][CH2:29][NH:28][CH2:27][CH2:26]1)[C:19]1[CH:24]=[CH:23][CH:22]=[CH:21][CH:20]=1.CCN(C(C)C)C(C)C.CN(C(ON1N=NC2C=CC=CC1=2)=[N+](C)C)C.F[P-](F)(F)(F)(F)F. The catalyst is CN(C=O)C. The product is [CH2:18]([N:25]1[CH2:31][CH2:30][CH2:29][N:28]([C:15](=[O:17])[CH2:14][CH:9]2[CH2:10][O:11][CH2:12][CH2:13][N:8]2[C:1]([O:3][C:4]([CH3:5])([CH3:6])[CH3:7])=[O:2])[CH2:27][CH2:26]1)[C:19]1[CH:20]=[CH:21][CH:22]=[CH:23][CH:24]=1. The yield is 0.860. (7) The reactants are Br[C:2]1[CH:11]=[C:10]2[C:5]([N:6]=[CH:7][CH:8]=[N:9]2)=[C:4]([C:12]([NH:14][CH2:15][C:16]([O:18]CC)=[O:17])=[O:13])[C:3]=1[OH:21].[CH2:22]([Sn]([CH2:22][CH2:23][CH2:24][CH3:25])([CH2:22][CH2:23][CH2:24][CH3:25])C1OC=CN=1)[CH2:23][CH2:24][CH3:25]. The catalyst is O1CCOCC1.C1C=CC([P]([Pd]([P](C2C=CC=CC=2)(C2C=CC=CC=2)C2C=CC=CC=2)([P](C2C=CC=CC=2)(C2C=CC=CC=2)C2C=CC=CC=2)[P](C2C=CC=CC=2)(C2C=CC=CC=2)C2C=CC=CC=2)(C2C=CC=CC=2)C2C=CC=CC=2)=CC=1. The product is [CH2:22]([C:2]1[CH:11]=[C:10]2[C:5]([N:6]=[CH:7][CH:8]=[N:9]2)=[C:4]([C:12]([NH:14][CH2:15][C:16]([OH:18])=[O:17])=[O:13])[C:3]=1[OH:21])[CH2:23][CH2:24][CH3:25]. The yield is 0.100. (8) The reactants are [CH3:1][C:2]1[CH:7]=[C:6]([CH3:8])[NH:5][C:4](=[O:9])[C:3]=1[CH2:10][NH:11][C:12]([C:14]1[CH:22]=[C:21]([C:23]2[CH:24]=[CH:25][C:26]([N:29]3[CH2:34][CH2:33][N:32](C(OC(C)(C)C)=O)[CH2:31][CH2:30]3)=[N:27][CH:28]=2)[CH:20]=[C:19]2[C:15]=1[C:16]([CH3:45])=[N:17][N:18]2[CH:42]([CH3:44])[CH3:43])=[O:13].[ClH:46]. The catalyst is C(Cl)Cl.O1CCOCC1. The product is [ClH:46].[CH3:1][C:2]1[CH:7]=[C:6]([CH3:8])[NH:5][C:4](=[O:9])[C:3]=1[CH2:10][NH:11][C:12]([C:14]1[C:15]2[C:16]([CH3:45])=[N:17][N:18]([CH:42]([CH3:43])[CH3:44])[C:19]=2[CH:20]=[C:21]([C:23]2[CH:28]=[N:27][C:26]([N:29]3[CH2:34][CH2:33][NH:32][CH2:31][CH2:30]3)=[CH:25][CH:24]=2)[CH:22]=1)=[O:13]. The yield is 0.600. (9) The catalyst is C1COCC1. The product is [F:16][C:17]1[CH:22]=[CH:21][C:20]([CH:14]([C:5]2[C:4]([N+:1]([O-:3])=[O:2])=[C:13]3[C:8]([CH:9]=[CH:10][CH:11]=[N:12]3)=[CH:7][CH:6]=2)[OH:15])=[CH:19][CH:18]=1. The reactants are [N+:1]([C:4]1[C:5]([CH:14]=[O:15])=[CH:6][CH:7]=[C:8]2[C:13]=1[N:12]=[CH:11][CH:10]=[CH:9]2)([O-:3])=[O:2].[F:16][C:17]1[CH:22]=[CH:21][C:20]([Mg]Br)=[CH:19][CH:18]=1. The yield is 0.450.